Task: Predict the reaction yield, written as a fraction of the theoretical maximum amount of product (1.0 means a 100% yield; for example, 0.34 means a 34% yield).. Dataset: Reaction yield outcomes from USPTO patents with 853,638 reactions (1) The reactants are [CH2:1]([NH:8][C:9]1[N:14]2[N:15]=[CH:16][C:17]([C:18](O)=[O:19])=[C:13]2[N:12]=[CH:11][C:10]=1[C:21]([N:23]1[CH2:28][CH2:27][N:26]([C:29]2[CH:34]=[CH:33][C:32]([F:35])=[CH:31][CH:30]=2)[CH2:25][CH2:24]1)=[O:22])[C:2]1[CH:7]=[CH:6][CH:5]=[CH:4][CH:3]=1.[CH3:36][S:37]([NH2:40])(=[O:39])=[O:38]. No catalyst specified. The product is [CH2:1]([NH:8][C:9]1[N:14]2[N:15]=[CH:16][C:17]([C:18]([NH:40][S:37]([CH3:36])(=[O:39])=[O:38])=[O:19])=[C:13]2[N:12]=[CH:11][C:10]=1[C:21]([N:23]1[CH2:28][CH2:27][N:26]([C:29]2[CH:30]=[CH:31][C:32]([F:35])=[CH:33][CH:34]=2)[CH2:25][CH2:24]1)=[O:22])[C:2]1[CH:7]=[CH:6][CH:5]=[CH:4][CH:3]=1. The yield is 0.480. (2) The catalyst is CO. The yield is 0.910. The product is [Cl:1][C:2]1[N:11]=[C:10]([NH:14][CH2:15][CH2:16][NH:17][C:18](=[O:24])[O:19][C:20]([CH3:22])([CH3:21])[CH3:23])[C:9]2[C:4](=[CH:5][CH:6]=[C:7]([CH3:13])[CH:8]=2)[N:3]=1. The reactants are [Cl:1][C:2]1[N:11]=[C:10](Cl)[C:9]2[C:4](=[CH:5][CH:6]=[C:7]([CH3:13])[CH:8]=2)[N:3]=1.[NH2:14][CH2:15][CH2:16][NH:17][C:18](=[O:24])[O:19][C:20]([CH3:23])([CH3:22])[CH3:21]. (3) The reactants are [NH2:1][C:2]1[N:6]([CH3:7])[C:5](=[O:8])[C:4]([C:19]2[CH:24]=[CH:23][CH:22]=[C:21](Br)[CH:20]=2)([C:9]2[CH:14]=[CH:13][C:12]([O:15][CH:16]([F:18])[F:17])=[CH:11][CH:10]=2)[N:3]=1.[OH:26][CH2:27][C:28]#[CH:29]. The catalyst is N1CCCC1.O.C1C=CC([P]([Pd]([P](C2C=CC=CC=2)(C2C=CC=CC=2)C2C=CC=CC=2)([P](C2C=CC=CC=2)(C2C=CC=CC=2)C2C=CC=CC=2)[P](C2C=CC=CC=2)(C2C=CC=CC=2)C2C=CC=CC=2)(C2C=CC=CC=2)C2C=CC=CC=2)=CC=1. The product is [NH2:1][C:2]1[N:6]([CH3:7])[C:5](=[O:8])[C:4]([C:9]2[CH:14]=[CH:13][C:12]([O:15][CH:16]([F:18])[F:17])=[CH:11][CH:10]=2)([C:19]2[CH:24]=[CH:23][CH:22]=[C:21]([C:29]#[C:28][CH2:27][OH:26])[CH:20]=2)[N:3]=1. The yield is 0.450. (4) The catalyst is CN(C=O)C.C(=O)(O)[O-].[Na+]. The yield is 0.687. The reactants are [Br:1][C:2]1[CH:10]=[N:9][CH:8]=[CH:7][C:3]=1[C:4]([OH:6])=O.[NH:11]1[CH2:15][CH2:14][CH2:13][CH2:12]1.C(Cl)CCl.C1C=CC2N(O)N=NC=2C=1. The product is [Br:1][C:2]1[CH:10]=[N:9][CH:8]=[CH:7][C:3]=1[C:4]([N:11]1[CH2:15][CH2:14][CH2:13][CH2:12]1)=[O:6]. (5) The product is [CH3:16][O:15][CH:14]=[C:9]([C:4]1[CH:5]=[CH:6][CH:7]=[CH:8][C:3]=1[CH2:2][O:34][C:32]1[CH:31]=[C:30]([C:35]([F:36])([F:37])[F:38])[N:29]=[C:28]([O:27][CH:24]([CH3:26])[CH3:25])[N:33]=1)[C:10]([O:12][CH3:13])=[O:11]. The reactants are Cl[CH2:2][C:3]1[CH:8]=[CH:7][CH:6]=[CH:5][C:4]=1[C:9](=[CH:14][O:15][CH3:16])[C:10]([O:12][CH3:13])=[O:11].C1(C)C=CC=CC=1.[CH:24]([O:27][C:28]1[N:33]=[C:32]([OH:34])[CH:31]=[C:30]([C:35]([F:38])([F:37])[F:36])[N:29]=1)([CH3:26])[CH3:25].C(=O)([O-])[O-].[K+].[K+]. The catalyst is CN(C=O)C. The yield is 0.490.